From a dataset of Reaction yield outcomes from USPTO patents with 853,638 reactions. Predict the reaction yield, written as a fraction of the theoretical maximum amount of product (1.0 means a 100% yield; for example, 0.34 means a 34% yield). (1) The reactants are [CH3:1][O:2][C:3](=[O:12])[C:4]1[CH:9]=[CH:8][C:7]([OH:10])=[CH:6][C:5]=1[CH3:11].C([O-])([O-])=O.[K+].[K+].Cl.Cl[CH2:21][C:22]1[CH:27]=[CH:26][CH:25]=[CH:24][N:23]=1.Cl. The catalyst is CCOC(C)=O.C(#N)C. The product is [CH3:1][O:2][C:3](=[O:12])[C:4]1[CH:9]=[CH:8][C:7]([O:10][CH2:21][C:22]2[CH:27]=[CH:26][CH:25]=[CH:24][N:23]=2)=[CH:6][C:5]=1[CH3:11]. The yield is 0.890. (2) The reactants are FC(F)(F)C(O)=O.C(O[N:13]1[CH2:18][CH2:17][N:16]([C:19]2[CH:24]=[CH:23][C:22]([N:25]3[CH2:30][CH2:29][N:28](OC(C)(C)C)[CH2:27][C:26]3=C=O)=[CH:21][CH:20]=2)[C:15](=C=O)[CH2:14]1)(C)(C)C. The catalyst is C(Cl)Cl. The product is [N:16]1([C:19]2[CH:20]=[CH:21][C:22]([N:25]3[CH2:26][CH2:27][NH:28][CH2:29][CH2:30]3)=[CH:23][CH:24]=2)[CH2:15][CH2:14][NH:13][CH2:18][CH2:17]1. The yield is 0.880. (3) The reactants are [CH3:1][CH:2]1[NH:7][CH:6]([CH3:8])[CH2:5][N:4]([C:9]2[CH:16]=[CH:15][C:12]([CH:13]=[O:14])=[CH:11][CH:10]=2)[CH2:3]1.C([O-])([O-])=O.[K+].[K+].I[CH:24]([CH3:26])[CH3:25]. The catalyst is CC#N. The product is [CH:24]([N:7]1[CH:2]([CH3:1])[CH2:3][N:4]([C:9]2[CH:16]=[CH:15][C:12]([CH:13]=[O:14])=[CH:11][CH:10]=2)[CH2:5][CH:6]1[CH3:8])([CH3:26])[CH3:25]. The yield is 0.460. (4) The reactants are [Br:1][C:2]1[CH:9]=[CH:8][C:5]([CH:6]=O)=[CH:4][CH:3]=1.[C:10]([O-:13])(=[O:12])[CH3:11].[NH4+:14].C(O)(=O)CC(O)=O. The catalyst is C(O)C.O. The product is [Br:1][C:2]1[CH:9]=[CH:8][C:5]([C@@H:6]([CH2:11][C:10]([OH:13])=[O:12])[NH2:14])=[CH:4][CH:3]=1. The yield is 0.628. (5) The reactants are [F:1][C:2]1[CH:9]=[C:8]([N:10]2[CH2:15][CH2:14][O:13][CH2:12][CH2:11]2)[CH:7]=[C:6]([F:16])[C:3]=1[CH:4]=O.[C:17](Br)(Br)([Br:19])[Br:18].C1(P(C2C=CC=CC=2)C2C=CC=CC=2)C=CC=CC=1. The catalyst is C(Cl)Cl. The product is [F:1][C:2]1[CH:9]=[C:8]([N:10]2[CH2:15][CH2:14][O:13][CH2:12][CH2:11]2)[CH:7]=[C:6]([F:16])[C:3]=1[CH:4]=[C:17]([Br:19])[Br:18]. The yield is 0.450. (6) No catalyst specified. The reactants are CO[C:3](=[O:27])[C:4]1[CH:9]=[CH:8][C:7]([O:10][CH2:11][C:12]2[C:13]([C:21]3[CH:26]=[CH:25][CH:24]=[CH:23][CH:22]=3)=[N:14][O:15][C:16]=2[C:17]([F:20])([F:19])[F:18])=[N:6][CH:5]=1.[CH2:28]([CH2:30][NH2:31])[OH:29]. The yield is 0.240. The product is [OH:29][CH2:28][CH2:30][NH:31][C:3](=[O:27])[C:4]1[CH:9]=[CH:8][C:7]([O:10][CH2:11][C:12]2[C:13]([C:21]3[CH:26]=[CH:25][CH:24]=[CH:23][CH:22]=3)=[N:14][O:15][C:16]=2[C:17]([F:18])([F:19])[F:20])=[N:6][CH:5]=1. (7) The reactants are [I:1][C:2]1[NH:10][C:9]2[CH2:8][CH2:7][NH:6][C:5](=[O:11])[C:4]=2[CH:3]=1.[C:12]([O-])([O-])=O.[Cs+].[Cs+].CI. The catalyst is CN(C=O)C. The product is [I:1][C:2]1[N:10]([CH3:12])[C:9]2[CH2:8][CH2:7][NH:6][C:5](=[O:11])[C:4]=2[CH:3]=1. The yield is 0.870.